Dataset: Reaction yield outcomes from USPTO patents with 853,638 reactions. Task: Predict the reaction yield, written as a fraction of the theoretical maximum amount of product (1.0 means a 100% yield; for example, 0.34 means a 34% yield). (1) The reactants are [CH3:1][C:2]1[O:6][N:5]=[C:4]([C:7]2[CH:12]=[CH:11][CH:10]=[CH:9][CH:8]=2)[C:3]=1[CH2:13][OH:14].[CH2:15]([O:17][C:18](=[O:27])[C:19]1[CH:24]=[CH:23][C:22](O)=[N:21][C:20]=1[CH3:26])[CH3:16]. No catalyst specified. The product is [CH2:15]([O:17][C:18](=[O:27])[C:19]1[CH:24]=[CH:23][C:22]([O:14][CH2:13][C:3]2[C:4]([C:7]3[CH:12]=[CH:11][CH:10]=[CH:9][CH:8]=3)=[N:5][O:6][C:2]=2[CH3:1])=[N:21][C:20]=1[CH3:26])[CH3:16]. The yield is 0.550. (2) The reactants are [C:1]([NH:5][C:6]1[C:7]([CH3:27])=[N:8][C:9]2[C:14]([N:15]=1)=[C:13]([C:16]1[NH:20][C:19]3[C@H:21]([CH2:25][OH:26])[NH:22][C:23](=[O:24])[C:18]=3[CH:17]=1)[CH:12]=[CH:11][CH:10]=2)([CH3:4])([CH3:3])[CH3:2].[C:28](NC1C(C)=NC2C(N=1)=C(C1NC3[C@@H](CO)NC(=O)C=3C=1)C=CC=2)(C)(C)C.[H-].[Na+].CI. The catalyst is C1COCC1.CN(C=O)C. The product is [C:1]([NH:5][C:6]1[C:7]([CH3:27])=[N:8][C:9]2[C:14]([N:15]=1)=[C:13]([C:16]1[N:20]([CH3:28])[C:19]3[CH:21]([CH2:25][OH:26])[NH:22][C:23](=[O:24])[C:18]=3[CH:17]=1)[CH:12]=[CH:11][CH:10]=2)([CH3:4])([CH3:3])[CH3:2]. The yield is 0.750. (3) The reactants are [F:1][C:2]1[CH:7]=[CH:6][C:5]([OH:8])=[CH:4][C:3]=1[C:9]([F:12])([F:11])[F:10].C(N(CC)CC)C.[C:20](Cl)(=[O:22])[CH3:21]. The yield is 0.930. The catalyst is C(=O)(OC)OC. The product is [C:20]([O:8][C:5]1[CH:6]=[CH:7][C:2]([F:1])=[C:3]([C:9]([F:10])([F:11])[F:12])[CH:4]=1)(=[O:22])[CH3:21]. (4) The reactants are [CH2:1]([O:3][C:4]([C:6]1[C:7]([CH3:22])=[N:8][N:9]2[C:14]([CH:15]3[CH2:20][CH2:19][CH2:18][CH2:17][CH2:16]3)=[C:13](Br)[CH:12]=[N:11][C:10]=12)=[O:5])[CH3:2].[F:23][C:24]1[CH:29]=[CH:28][C:27](B(O)O)=[CH:26][CH:25]=1.P([O-])([O-])([O-])=O.[K+].[K+].[K+].O1CCOCC1. The catalyst is [Pd].C(OCC)(=O)C. The product is [CH2:1]([O:3][C:4]([C:6]1[C:7]([CH3:22])=[N:8][N:9]2[C:14]([CH:15]3[CH2:20][CH2:19][CH2:18][CH2:17][CH2:16]3)=[C:13]([C:27]3[CH:28]=[CH:29][C:24]([F:23])=[CH:25][CH:26]=3)[CH:12]=[N:11][C:10]=12)=[O:5])[CH3:2]. The yield is 0.940. (5) The reactants are [OH:1][C:2]([CH3:35])([CH3:34])[CH2:3][C@@:4]1([C:28]2[CH:33]=[CH:32][CH:31]=[CH:30][CH:29]=2)[O:9][C:8](=[O:10])[N:7]([C@H:11]([C:13]2[CH:18]=[CH:17][C:16](B3OC(C)(C)C(C)(C)O3)=[CH:15][CH:14]=2)[CH3:12])[CH2:6][CH2:5]1.[OH:36][CH2:37][CH2:38][N:39]1[CH:44]=[CH:43][C:42](I)=[CH:41][C:40]1=[O:46].C([O-])([O-])=O.[Cs+].[Cs+]. The catalyst is O1CCOCC1.Cl[Pd](Cl)([P](C1C=CC=CC=1)(C1C=CC=CC=1)C1C=CC=CC=1)[P](C1C=CC=CC=1)(C1C=CC=CC=1)C1C=CC=CC=1. The product is [OH:1][C:2]([CH3:34])([CH3:35])[CH2:3][C@@:4]1([C:28]2[CH:33]=[CH:32][CH:31]=[CH:30][CH:29]=2)[O:9][C:8](=[O:10])[N:7]([C@H:11]([C:13]2[CH:18]=[CH:17][C:16]([C:42]3[CH:43]=[CH:44][N:39]([CH2:38][CH2:37][OH:36])[C:40](=[O:46])[CH:41]=3)=[CH:15][CH:14]=2)[CH3:12])[CH2:6][CH2:5]1. The yield is 0.280. (6) The reactants are [C:1]([C:3]1[CH:8]=[CH:7][C:6]([C:9](=[O:15])[C:10](OCC)=[O:11])=[CH:5][CH:4]=1)#[N:2].[CH3:16][C@H:17]1[CH2:22][C@@H:21]([OH:23])[C@H:20]([CH:24]([CH3:26])[CH3:25])[CH2:19][CH2:18]1. The catalyst is CC(OC)(C)C.[O-]CC.[Ti+4].[O-]CC.[O-]CC.[O-]CC. The product is [C:1]([C:3]1[CH:4]=[CH:5][C:6]([C:9](=[O:15])[C:10]([O:23][C@@H:21]2[CH2:22][C@H:17]([CH3:16])[CH2:18][CH2:19][C@H:20]2[CH:24]([CH3:26])[CH3:25])=[O:11])=[CH:7][CH:8]=1)#[N:2]. The yield is 0.920. (7) The reactants are Cl[C:2]1[N:9]=[CH:8][C:7]([F:10])=[CH:6][C:3]=1[C:4]#[N:5].[NH:11]1[CH2:15][CH2:14][CH2:13][CH2:12]1. No catalyst specified. The product is [F:10][C:7]1[CH:8]=[N:9][C:2]([N:11]2[CH2:15][CH2:14][CH2:13][CH2:12]2)=[C:3]([CH:6]=1)[C:4]#[N:5]. The yield is 0.900. (8) The yield is 0.580. The catalyst is C(O)(=O)C.[OH-].[Na+]. The product is [Cl:1][C:2]1[CH:3]=[C:4](/[CH:5]=[CH:14]/[N+:11]([O-:13])=[O:12])[CH:7]=[C:8]([F:10])[CH:9]=1. The reactants are [Cl:1][C:2]1[CH:3]=[C:4]([CH:7]=[C:8]([F:10])[CH:9]=1)[CH:5]=O.[N+:11]([CH3:14])([O-:13])=[O:12].C([O-])(=O)C.[NH4+]. (9) The reactants are [CH:1]1([C:4]2[NH:8][C:7]3[C:9]([C:14]([OH:16])=O)=[CH:10][CH:11]=[C:12]([OH:13])[C:6]=3[N:5]=2)[CH2:3][CH2:2]1.[NH2:17][CH2:18][CH:19]1[CH2:24][CH2:23][CH2:22][N:21](C(OC(C)(C)C)=O)[CH2:20]1. No catalyst specified. The product is [CH:1]1([C:4]2[NH:8][C:7]3[C:9]([C:14]([NH:17][CH2:18][CH:19]4[CH2:24][CH2:23][CH2:22][NH:21][CH2:20]4)=[O:16])=[CH:10][CH:11]=[C:12]([OH:13])[C:6]=3[N:5]=2)[CH2:2][CH2:3]1. The yield is 0.150. (10) The reactants are [NH2:1][C:2]1[CH:7]=[C:6]([O:8][CH2:9][C:10]2[CH:15]=[CH:14][CH:13]=[CH:12][CH:11]=2)[C:5]([O:16][CH3:17])=[CH:4][C:3]=1[C:18](=[O:20])[CH3:19].C[O-].[Na+].[CH:24](OCC)=O.Cl. The catalyst is COCCOC.O. The product is [CH2:9]([O:8][C:6]1[CH:7]=[C:2]2[C:3]([C:18]([OH:20])=[CH:19][CH:24]=[N:1]2)=[CH:4][C:5]=1[O:16][CH3:17])[C:10]1[CH:15]=[CH:14][CH:13]=[CH:12][CH:11]=1. The yield is 0.720.